From a dataset of Forward reaction prediction with 1.9M reactions from USPTO patents (1976-2016). Predict the product of the given reaction. (1) The product is: [S:21]1[CH2:22][CH:23]=[C:24]([C:2]2[C:3]([O:8][C:9]3[CH:20]=[CH:19][C:12]([C:13]([N:15]([O:17][CH3:18])[CH3:16])=[O:14])=[CH:11][CH:10]=3)=[N:4][CH:5]=[CH:6][N:7]=2)[CH2:25][CH2:26]1. Given the reactants Cl[C:2]1[C:3]([O:8][C:9]2[CH:20]=[CH:19][C:12]([C:13]([N:15]([O:17][CH3:18])[CH3:16])=[O:14])=[CH:11][CH:10]=2)=[N:4][CH:5]=[CH:6][N:7]=1.[S:21]1[CH2:26][CH:25]=[C:24](B2OC(C)(C)C(C)(C)O2)[CH2:23][CH2:22]1.C(=O)([O-])[O-].[K+].[K+], predict the reaction product. (2) Given the reactants C[Si]([N-][Si](C)(C)C)(C)C.[Na+].O1CCCC1.[F:16][C:17]1[CH:22]=[C:21]([CH3:23])[CH:20]=[CH:19][N:18]=1.[N:24]1[CH:29]=[CH:28][CH:27]=[CH:26][C:25]=1[C:30](OCC)=[O:31].[OH-].[Na+], predict the reaction product. The product is: [F:16][C:17]1[CH:22]=[C:21]([CH2:23][C:30]([C:25]2[CH:26]=[CH:27][CH:28]=[CH:29][N:24]=2)=[O:31])[CH:20]=[CH:19][N:18]=1. (3) Given the reactants Cl[C:2]1[C:11]([CH3:12])=[C:10]([Cl:13])[C:9]2[C:4](=[CH:5][C:6]([F:15])=[CH:7][C:8]=2[F:14])[N:3]=1.[F:16][C:17]1[N:22]=[CH:21][C:20](B(O)O)=[CH:19][CH:18]=1.C(=O)([O-])[O-].[K+].[K+], predict the reaction product. The product is: [Cl:13][C:10]1[C:9]2[C:4](=[CH:5][C:6]([F:15])=[CH:7][C:8]=2[F:14])[N:3]=[C:2]([C:20]2[CH:21]=[N:22][C:17]([F:16])=[CH:18][CH:19]=2)[C:11]=1[CH3:12].